Task: Predict the product of the given reaction.. Dataset: Forward reaction prediction with 1.9M reactions from USPTO patents (1976-2016) (1) Given the reactants [N:1]12[CH2:8][CH2:7][CH:4]([CH2:5][CH2:6]1)[CH:3]([O:9][C:10](=[O:23])[NH:11][C:12]([C:15]1[CH:20]=[C:19](Br)[CH:18]=[CH:17][C:16]=1[F:22])([CH3:14])[CH3:13])[CH2:2]2.[CH3:24][CH:25]([CH3:30])[CH2:26]B(O)O, predict the reaction product. The product is: [F:22][C:16]1[CH:17]=[CH:18][C:19]([CH2:24][CH:25]([CH3:30])[CH3:26])=[CH:20][C:15]=1[C:12]([NH:11][C:10](=[O:23])[O:9][CH:3]1[CH:4]2[CH2:7][CH2:8][N:1]([CH2:6][CH2:5]2)[CH2:2]1)([CH3:14])[CH3:13]. (2) Given the reactants [F:1][C:2]1[C:7]([F:8])=[CH:6][CH:5]=[CH:4][C:3]=1[C@@H:9]1[CH2:19][CH2:18][C@@H:17]([O:20][Si](C(C)C)(C(C)C)C(C)C)[C:12]2=[N:13][CH:14]=[CH:15][CH:16]=[C:11]2[C@H:10]1[NH:31][C:32](=[O:38])[O:33][C:34]([CH3:37])([CH3:36])[CH3:35].O1CCCC1.C(=O)(O)[O-].[Na+], predict the reaction product. The product is: [F:1][C:2]1[C:7]([F:8])=[CH:6][CH:5]=[CH:4][C:3]=1[C@@H:9]1[CH2:19][CH2:18][C@@H:17]([OH:20])[C:12]2=[N:13][CH:14]=[CH:15][CH:16]=[C:11]2[C@H:10]1[NH:31][C:32](=[O:38])[O:33][C:34]([CH3:36])([CH3:35])[CH3:37]. (3) Given the reactants C(OC(=O)[N:7]([CH2:28][C:29]1[CH:38]=[CH:37][C:32]2[O:33][CH2:34][CH2:35][O:36][C:31]=2[CH:30]=1)[CH:8]1[CH2:13][CH2:12][N:11]([CH2:14][CH2:15][N:16]2[C:25]3[C:20](=[CH:21][CH:22]=[C:23]([F:26])[CH:24]=3)[N:19]=[CH:18][C:17]2=[O:27])[CH2:10][CH2:9]1)(C)(C)C.FC(F)(F)C(O)=O, predict the reaction product. The product is: [O:33]1[C:32]2[CH:37]=[CH:38][C:29]([CH2:28][NH:7][CH:8]3[CH2:9][CH2:10][N:11]([CH2:14][CH2:15][N:16]4[C:25]5[C:20](=[CH:21][CH:22]=[C:23]([F:26])[CH:24]=5)[N:19]=[CH:18][C:17]4=[O:27])[CH2:12][CH2:13]3)=[CH:30][C:31]=2[O:36][CH2:35][CH2:34]1. (4) Given the reactants [C:1]([CH:3]1[CH2:8][CH2:7][N:6]([C:9]([N:11]2[CH2:16][CH:15]([C:17]3[CH:22]=[CH:21][C:20]([O:23][C:24]([F:27])([F:26])[F:25])=[CH:19][CH:18]=3)[CH2:14][CH:13]([C:28]([OH:30])=O)[CH2:12]2)=[O:10])[CH2:5][CH2:4]1)#[N:2].O[N:32]=[C:33]([NH2:38])[C:34]([CH3:37])([CH3:36])[CH3:35], predict the reaction product. The product is: [C:34]([C:33]1[N:38]=[C:28]([CH:13]2[CH2:14][CH:15]([C:17]3[CH:22]=[CH:21][C:20]([O:23][C:24]([F:25])([F:27])[F:26])=[CH:19][CH:18]=3)[CH2:16][N:11]([C:9]([N:6]3[CH2:5][CH2:4][CH:3]([C:1]#[N:2])[CH2:8][CH2:7]3)=[O:10])[CH2:12]2)[O:30][N:32]=1)([CH3:37])([CH3:36])[CH3:35]. (5) Given the reactants [Br-].[CH3:2][Si:3]([CH3:29])([CH3:28])[C:4]#[C:5][CH:6]=[CH:7][CH2:8][P+](C1C=CC=CC=1)(C1C=CC=CC=1)C1C=CC=CC=1.C([Li])CCC.C(=O)=O.[CH:38]([C@H:40]1[O:44][C:43]2([CH2:49][CH2:48][CH2:47][CH2:46][CH2:45]2)[O:42][C@H:41]1[CH2:50][O:51][CH2:52][C:53]([O:55][C:56]([CH3:59])([CH3:58])[CH3:57])=[O:54])=O, predict the reaction product. The product is: [CH3:2][Si:3]([CH3:29])([CH3:28])[C:4]#[C:5]/[CH:6]=[CH:7]/[CH:8]=[CH:38]\[C@H:40]1[O:44][C:43]2([CH2:45][CH2:46][CH2:47][CH2:48][CH2:49]2)[O:42][C@H:41]1[CH2:50][O:51][CH2:52][C:53]([O:55][C:56]([CH3:57])([CH3:58])[CH3:59])=[O:54].